This data is from Full USPTO retrosynthesis dataset with 1.9M reactions from patents (1976-2016). The task is: Predict the reactants needed to synthesize the given product. (1) Given the product [CH3:19][C:16]1[O:15][C:14]([C:12]2[N:13]=[C:8]([NH2:7])[C:9]3[CH:22]=[C:21]([CH2:23][N:1]4[CH2:6][CH2:5][CH2:4][CH2:3][CH2:2]4)[S:20][C:10]=3[N:11]=2)=[CH:18][CH:17]=1, predict the reactants needed to synthesize it. The reactants are: [NH:1]1[CH2:6][CH2:5][CH2:4][CH2:3][CH2:2]1.[NH2:7][C:8]1[C:9]2[CH:22]=[C:21]([CH:23]=O)[S:20][C:10]=2[N:11]=[C:12]([C:14]2[O:15][C:16]([CH3:19])=[CH:17][CH:18]=2)[N:13]=1.NC1C2C=C(C=O)SC=2N=C(C2SC(C(C)(C)C)=CC=2)N=1. (2) Given the product [Cl:3][C:4]1[CH:9]=[CH:8][C:7]([C:10]2[CH:11]=[C:12]([C:15]([OH:17])=[O:16])[NH:13][N:14]=2)=[C:6]([O:19][CH3:20])[CH:5]=1, predict the reactants needed to synthesize it. The reactants are: [OH-].[Na+].[Cl:3][C:4]1[CH:9]=[CH:8][C:7]([C:10]2[CH:11]=[C:12]([C:15]([O:17]C)=[O:16])[NH:13][N:14]=2)=[C:6]([O:19][CH3:20])[CH:5]=1.Cl. (3) Given the product [CH3:1][O:2][C:3](=[O:14])[CH2:4][NH:5][C:6]([C:8]1[N:9]=[C:10]([NH:13][C:43]([NH:42][CH2:41][C:36]2[CH:37]=[CH:38][CH:39]=[CH:40][C:35]=2[O:34][CH2:33][CH2:32][CH2:31][NH:30][C:29]([O:28][C:24]([CH3:27])([CH3:26])[CH3:25])=[O:45])=[O:44])[S:11][CH:12]=1)=[O:7], predict the reactants needed to synthesize it. The reactants are: [CH3:1][O:2][C:3](=[O:14])[CH2:4][NH:5][C:6]([C:8]1[N:9]=[C:10]([NH2:13])[S:11][CH:12]=1)=[O:7].CCN(C(C)C)C(C)C.[C:24]([O:28][C:29](=[O:45])[NH:30][CH2:31][CH2:32][CH2:33][O:34][C:35]1[CH:40]=[CH:39][CH:38]=[CH:37][C:36]=1[CH2:41][N:42]=[C:43]=[O:44])([CH3:27])([CH3:26])[CH3:25].O. (4) The reactants are: Cl.[CH3:2][N:3]1[CH:7]=[N:6][C:5]([CH2:8][N:9]2[C:14]3[CH:15]=[C:16]([C:18]4[CH:23]=[CH:22][CH:21]=[CH:20][CH:19]=4)[S:17][C:13]=3[C:12](=[O:24])[N:11]([CH:25]3[CH2:30][CH2:29][NH:28][CH2:27][CH2:26]3)[C:10]2=[O:31])=[N:4]1.[CH2:32]([O:34][C:35]1[C:44]([O:45][CH3:46])=[CH:43][C:42]2[C:41]([C:47]3[CH:55]=[CH:54][C:50]([C:51](O)=[O:52])=[CH:49][CH:48]=3)=[N:40][C@@H:39]3[CH2:56][CH2:57][S:58][CH2:59][C@@H:38]3[C:37]=2[CH:36]=1)[CH3:33].CN(C(ON1N=NC2C=CC=NC1=2)=[N+](C)C)C.F[P-](F)(F)(F)(F)F.CCN(C(C)C)C(C)C.S(=O)(=O)(O)[O-].[K+]. Given the product [CH2:32]([O:34][C:35]1[C:44]([O:45][CH3:46])=[CH:43][C:42]2[C:41]([C:47]3[CH:48]=[CH:49][C:50]([C:51]([N:28]4[CH2:29][CH2:30][CH:25]([N:11]5[C:12](=[O:24])[C:13]6[S:17][C:16]([C:18]7[CH:19]=[CH:20][CH:21]=[CH:22][CH:23]=7)=[CH:15][C:14]=6[N:9]([CH2:8][C:5]6[N:6]=[CH:7][N:3]([CH3:2])[N:4]=6)[C:10]5=[O:31])[CH2:26][CH2:27]4)=[O:52])=[CH:54][CH:55]=3)=[N:40][C@@H:39]3[CH2:56][CH2:57][S:58][CH2:59][C@@H:38]3[C:37]=2[CH:36]=1)[CH3:33], predict the reactants needed to synthesize it. (5) Given the product [ClH:1].[NH:10]1[CH2:11][CH:8]([C:3]2[C:2]([Cl:1])=[N:7][CH:6]=[CH:5][N:4]=2)[CH2:9]1, predict the reactants needed to synthesize it. The reactants are: [Cl:1][C:2]1[C:3]([CH:8]2[CH2:11][N:10](C(OC(C)(C)C)=O)[CH2:9]2)=[N:4][CH:5]=[CH:6][N:7]=1. (6) Given the product [Cl:35][C:4]1[CH:3]=[C:2]([C:40]2[S:41][C:37]([CH3:36])=[CH:38][CH:39]=2)[CH:7]=[CH:6][C:5]=1[S:8]([NH:11][C:12]1[N:17]=[C:16]([N:18]2[CH2:23][C@H:22]([CH3:24])[N:21]([C:25]([O:27][C:28]([CH3:31])([CH3:30])[CH3:29])=[O:26])[C@H:20]([CH3:32])[CH2:19]2)[CH:15]=[CH:14][C:13]=1[O:33][CH3:34])(=[O:10])=[O:9], predict the reactants needed to synthesize it. The reactants are: Br[C:2]1[CH:7]=[CH:6][C:5]([S:8]([NH:11][C:12]2[N:17]=[C:16]([N:18]3[CH2:23][C@H:22]([CH3:24])[N:21]([C:25]([O:27][C:28]([CH3:31])([CH3:30])[CH3:29])=[O:26])[C@H:20]([CH3:32])[CH2:19]3)[CH:15]=[CH:14][C:13]=2[O:33][CH3:34])(=[O:10])=[O:9])=[C:4]([Cl:35])[CH:3]=1.[CH3:36][C:37]1[S:41][C:40](B(O)O)=[CH:39][CH:38]=1.C(=O)([O-])[O-].[Na+].[Na+].O. (7) Given the product [F:1][C:2]1[CH:11]=[C:10]([S:12][C:13]([F:14])([F:16])[F:15])[CH:9]=[CH:8][C:3]=1[NH:4][CH3:5], predict the reactants needed to synthesize it. The reactants are: [F:1][C:2]1[CH:11]=[C:10]([S:12][C:13]([F:16])([F:15])[F:14])[CH:9]=[CH:8][C:3]=1[NH:4][CH2:5]OC.[BH4-].[Na+].